Dataset: Forward reaction prediction with 1.9M reactions from USPTO patents (1976-2016). Task: Predict the product of the given reaction. (1) Given the reactants [Br:1][C:2]1[CH:18]=[CH:17][C:5]([O:6][C:7]2[CH:8]=[N+:9]([O-:16])[CH:10]=[CH:11][C:12]=2[N+:13]([O-:15])=[O:14])=[C:4]([C:19]([O:21]C)=O)[CH:3]=1.C([N-]C(C)C)(C)C.[Li+].BrC1C=CC2OC3C(=NC=CC=3[N+]([O-])=O)C(=O)C=2C=1, predict the reaction product. The product is: [Br:1][C:2]1[CH:18]=[CH:17][C:5]2[O:6][C:7]3[C:8](=[N+:9]([O-:16])[CH:10]=[CH:11][C:12]=3[N+:13]([O-:15])=[O:14])[C:19](=[O:21])[C:4]=2[CH:3]=1. (2) Given the reactants C[Si]([N-][Si](C)(C)C)(C)C.[Na+].[N:11]1[C:20]2[C:15](=[CH:16][C:17]([C:21](=[O:23])[CH3:22])=[CH:18][CH:19]=2)[CH:14]=[CH:13][CH:12]=1.[CH3:24][CH2:25][O:26]C(C)=O.[NH4+].[Cl-], predict the reaction product. The product is: [N:11]1[C:20]2[C:15](=[CH:16][C:17]([C:21](=[O:23])[CH2:22][C:25](=[O:26])[CH3:24])=[CH:18][CH:19]=2)[CH:14]=[CH:13][CH:12]=1. (3) Given the reactants [F:1][C:2]1[C:7]([F:8])=[CH:6][CH:5]=[CH:4][C:3]=1[C:9]1(O)[CH2:15][CH2:14][CH:13]=[CH:12][CH2:11][CH2:10]1.C([SiH](CC)CC)C.C(O)(C(F)(F)F)=O, predict the reaction product. The product is: [F:1][C:2]1[C:7]([F:8])=[CH:6][CH:5]=[CH:4][C:3]=1[CH:9]1[CH2:15][CH2:14][CH:13]=[CH:12][CH2:11][CH2:10]1. (4) Given the reactants [Br-].[CH3:2][C:3]1[CH:28]=[CH:27][C:6]([CH2:7][P+](C2C=CC=CC=2)(C2C=CC=CC=2)C2C=CC=CC=2)=[CH:5][CH:4]=1.[H-].[Na+].[CH3:31][C:32]1[CH:39]=[CH:38][C:35]([CH:36]=O)=[CH:34][CH:33]=1.O, predict the reaction product. The product is: [CH3:31][C:32]1[CH:39]=[CH:38][C:35]([CH:36]=[CH:7][C:6]2[CH:5]=[CH:4][C:3]([CH3:2])=[CH:28][CH:27]=2)=[CH:34][CH:33]=1. (5) Given the reactants [N+:1]([C:4]1[CH:5]=[CH:6][C:7]([N:10]2[CH2:15][CH2:14][CH2:13][CH2:12][CH2:11]2)=[N:8][CH:9]=1)([O-])=O.[C:16](O[C:16]([O:18][C:19]([CH3:22])([CH3:21])[CH3:20])=[O:17])([O:18][C:19]([CH3:22])([CH3:21])[CH3:20])=[O:17], predict the reaction product. The product is: [N:10]1([C:7]2[N:8]=[CH:9][C:4]([NH:1][C:16](=[O:17])[O:18][C:19]([CH3:22])([CH3:21])[CH3:20])=[CH:5][CH:6]=2)[CH2:15][CH2:14][CH2:13][CH2:12][CH2:11]1.